This data is from Reaction yield outcomes from USPTO patents with 853,638 reactions. The task is: Predict the reaction yield, written as a fraction of the theoretical maximum amount of product (1.0 means a 100% yield; for example, 0.34 means a 34% yield). (1) The reactants are [C:1]([O:5][C:6]([N:8]([CH2:47][CH3:48])[CH2:9][CH2:10][C:11]1[N:12]([CH3:46])[C:13]2[CH:14]=[C:15]3[CH:24]=[CH:23][CH2:22][C:21]4[C:25]([OH:45])=[C:26]([C:41]([O:43]C)=[O:42])[C:27](=[O:40])[N:28]([CH2:29][C:30]5[CH:35]=[CH:34][C:33]([O:36][CH3:37])=[CH:32][C:31]=5[O:38][CH3:39])[C:20]=4[C:16]3=[CH:17][C:18]=2[CH:19]=1)=[O:7])([CH3:4])([CH3:3])[CH3:2].[Li+].[I-].Cl. The catalyst is CCOC(C)=O. The product is [C:1]([O:5][C:6]([N:8]([CH2:47][CH3:48])[CH2:9][CH2:10][C:11]1[N:12]([CH3:46])[C:13]2[CH:14]=[C:15]3[CH:24]=[CH:23][CH2:22][C:21]4[C:25]([OH:45])=[C:26]([C:41]([OH:43])=[O:42])[C:27](=[O:40])[N:28]([CH2:29][C:30]5[CH:35]=[CH:34][C:33]([O:36][CH3:37])=[CH:32][C:31]=5[O:38][CH3:39])[C:20]=4[C:16]3=[CH:17][C:18]=2[CH:19]=1)=[O:7])([CH3:4])([CH3:3])[CH3:2]. The yield is 0.960. (2) The reactants are [S:1]1[C:9]2[C:4](=[N:5][CH:6]=[CH:7][CH:8]=2)[N:3]=[C:2]1[O:10][C:11]1[CH:16]=[CH:15][C:14]([CH2:17]O)=[CH:13][CH:12]=1.O=S(Cl)[Cl:21]. The catalyst is C(Cl)Cl. The product is [Cl:21][CH2:17][C:14]1[CH:15]=[CH:16][C:11]([O:10][C:2]2[S:1][C:9]3[C:4]([N:3]=2)=[N:5][CH:6]=[CH:7][CH:8]=3)=[CH:12][CH:13]=1. The yield is 1.00. (3) The reactants are [CH2:1](Br)[C:2]1[CH:7]=[CH:6][CH:5]=[CH:4][CH:3]=1.[OH:9][C:10]1[CH:15]=[CH:14][C:13]([N+:16]([O-:18])=[O:17])=[CH:12][C:11]=1I.C(=O)([O-])[O-].[K+].[K+].C[Si]([C:30]#[CH:31])(C)C. The catalyst is CN(C=O)C.[Cu]I.CO.C(N(CC)CC)C. The product is [CH2:1]([O:9][C:10]1[CH:15]=[CH:14][C:13]([N+:16]([O-:18])=[O:17])=[CH:12][C:11]=1[C:30]#[CH:31])[C:2]1[CH:7]=[CH:6][CH:5]=[CH:4][CH:3]=1. The yield is 0.210. (4) The reactants are [Br:1][C:2]1[C:7]([CH2:8][CH:9]=[O:10])=[CH:6][CH:5]=[CH:4][N:3]=1.[Cl:11][C:12]1[CH:13]=[C:14]([Mg]Cl)[CH:15]=[CH:16][CH:17]=1.[Cl-].[NH4+]. The catalyst is C1COCC1. The product is [Br:1][C:2]1[C:7]([CH2:8][CH:9]([C:16]2[CH:15]=[CH:14][CH:13]=[C:12]([Cl:11])[CH:17]=2)[OH:10])=[CH:6][CH:5]=[CH:4][N:3]=1. The yield is 0.350. (5) The reactants are [CH3:1][C:2]1[C:6]2[C:7](=[O:18])[N:8]([CH2:11][CH2:12][N:13]3[CH2:17][CH2:16][CH2:15][CH2:14]3)[CH2:9][CH2:10][C:5]=2[NH:4][C:3]=1[CH:19]=O.[NH:21]1[CH2:26][CH2:25][CH:24]([C:27]2[CH:35]=[CH:34][CH:33]=[C:32]3[C:28]=2[CH2:29][C:30](=[O:36])[NH:31]3)[CH2:23][CH2:22]1. No catalyst specified. The product is [CH3:1][C:2]1[C:6]2[C:7](=[O:18])[N:8]([CH2:11][CH2:12][N:13]3[CH2:14][CH2:15][CH2:16][CH2:17]3)[CH2:9][CH2:10][C:5]=2[NH:4][C:3]=1[CH:19]=[C:29]1[C:28]2[C:32](=[CH:33][CH:34]=[CH:35][C:27]=2[CH:24]2[CH2:23][CH2:22][NH:21][CH2:26][CH2:25]2)[NH:31][C:30]1=[O:36]. The yield is 0.302. (6) The reactants are [CH3:1][S:2]([NH:5][C:6]1[CH:15]=[CH:14][CH:13]=[CH:12][C:7]=1[C:8]([O:10]C)=O)(=[O:4])=[O:3].[CH3:16][Si:17]([CH3:24])([CH3:23])[CH2:18][CH2:19][O:20][CH2:21]Cl.[H-].[Na+]. The yield is 0.720. The catalyst is CN(C)C=O. The product is [O:4]=[S:2]1(=[O:3])[CH2:1][C:8](=[O:10])[C:7]2[CH:12]=[CH:13][CH:14]=[CH:15][C:6]=2[N:5]1[CH2:21][O:20][CH2:19][CH2:18][Si:17]([CH3:24])([CH3:23])[CH3:16]. (7) The reactants are [CH3:1][N:2]1[C@@H:19]2[CH2:20][C:7]3=[CH:8][CH:9]=[C:10]([OH:21])[C:11]4[O:12][C@H:13]5[C:14]([CH2:16][CH2:17][C@@H:18]2[C@:5]5([C:6]=43)[CH2:4][CH2:3]1)=[O:15].Cl.[H-].[Na+].[CH2:25](Cl)[C:26]1[CH:31]=[CH:30][CH:29]=[CH:28][CH:27]=1. The catalyst is CN(C)C=O. The product is [CH2:25]([O:21][C:10]1[C:11]2[O:12][C@H:13]3[C:14](=[O:15])[CH2:16][CH2:17][C@@H:18]4[C@@:5]53[CH2:4][CH2:3][N:2]([CH3:1])[C@@H:19]4[CH2:20][C:7]([C:6]=25)=[CH:8][CH:9]=1)[C:26]1[CH:31]=[CH:30][CH:29]=[CH:28][CH:27]=1. The yield is 0.950.